This data is from NCI-60 drug combinations with 297,098 pairs across 59 cell lines. The task is: Regression. Given two drug SMILES strings and cell line genomic features, predict the synergy score measuring deviation from expected non-interaction effect. (1) Drug 1: C1=C(C(=O)NC(=O)N1)N(CCCl)CCCl. Drug 2: C1=NC2=C(N=C(N=C2N1C3C(C(C(O3)CO)O)O)F)N. Cell line: NCI-H522. Synergy scores: CSS=21.9, Synergy_ZIP=-10.0, Synergy_Bliss=-8.26, Synergy_Loewe=-5.69, Synergy_HSA=-5.09. (2) Drug 1: C1CN1P(=S)(N2CC2)N3CC3. Drug 2: C1=CN(C=N1)CC(O)(P(=O)(O)O)P(=O)(O)O. Cell line: K-562. Synergy scores: CSS=19.9, Synergy_ZIP=-5.50, Synergy_Bliss=-6.23, Synergy_Loewe=-5.24, Synergy_HSA=-5.37. (3) Drug 1: CN1C2=C(C=C(C=C2)N(CCCl)CCCl)N=C1CCCC(=O)O.Cl. Drug 2: CS(=O)(=O)OCCCCOS(=O)(=O)C. Cell line: LOX IMVI. Synergy scores: CSS=3.22, Synergy_ZIP=0.0402, Synergy_Bliss=4.44, Synergy_Loewe=-0.177, Synergy_HSA=0.588. (4) Drug 1: C1=CC(=CC=C1CC(C(=O)O)N)N(CCCl)CCCl.Cl. Drug 2: CC1=C(C(=O)C2=C(C1=O)N3CC4C(C3(C2COC(=O)N)OC)N4)N. Cell line: KM12. Synergy scores: CSS=16.4, Synergy_ZIP=-6.77, Synergy_Bliss=-8.72, Synergy_Loewe=-6.99, Synergy_HSA=-6.54. (5) Cell line: SK-OV-3. Drug 2: CC1C(C(CC(O1)OC2CC(CC3=C2C(=C4C(=C3O)C(=O)C5=C(C4=O)C(=CC=C5)OC)O)(C(=O)CO)O)N)O.Cl. Synergy scores: CSS=23.1, Synergy_ZIP=1.57, Synergy_Bliss=1.16, Synergy_Loewe=0.276, Synergy_HSA=0.0285. Drug 1: CC1CCCC2(C(O2)CC(NC(=O)CC(C(C(=O)C(C1O)C)(C)C)O)C(=CC3=CSC(=N3)C)C)C. (6) Drug 1: CCCCCOC(=O)NC1=NC(=O)N(C=C1F)C2C(C(C(O2)C)O)O. Drug 2: CCN(CC)CCNC(=O)C1=C(NC(=C1C)C=C2C3=C(C=CC(=C3)F)NC2=O)C. Cell line: MDA-MB-231. Synergy scores: CSS=5.07, Synergy_ZIP=-0.713, Synergy_Bliss=-9.52, Synergy_Loewe=-6.74, Synergy_HSA=-6.21. (7) Drug 1: C1=CC(=CC=C1CCCC(=O)O)N(CCCl)CCCl. Drug 2: CCN(CC)CCNC(=O)C1=C(NC(=C1C)C=C2C3=C(C=CC(=C3)F)NC2=O)C. Cell line: CAKI-1. Synergy scores: CSS=42.3, Synergy_ZIP=-7.00, Synergy_Bliss=-7.23, Synergy_Loewe=-8.22, Synergy_HSA=-4.11. (8) Drug 1: COC1=CC(=CC(=C1O)OC)C2C3C(COC3=O)C(C4=CC5=C(C=C24)OCO5)OC6C(C(C7C(O6)COC(O7)C8=CC=CS8)O)O. Drug 2: CN(C)N=NC1=C(NC=N1)C(=O)N. Cell line: 786-0. Synergy scores: CSS=11.5, Synergy_ZIP=-0.652, Synergy_Bliss=1.13, Synergy_Loewe=-32.6, Synergy_HSA=1.57. (9) Drug 1: CCC1=C2CN3C(=CC4=C(C3=O)COC(=O)C4(CC)O)C2=NC5=C1C=C(C=C5)O. Drug 2: C1=NC2=C(N1)C(=S)N=CN2. Cell line: BT-549. Synergy scores: CSS=42.5, Synergy_ZIP=-15.1, Synergy_Bliss=-6.88, Synergy_Loewe=-3.71, Synergy_HSA=-1.73.